This data is from Reaction yield outcomes from USPTO patents with 853,638 reactions. The task is: Predict the reaction yield, written as a fraction of the theoretical maximum amount of product (1.0 means a 100% yield; for example, 0.34 means a 34% yield). (1) The reactants are [O:1]([C:8]1[CH:13]=[CH:12][C:11]([C:14]2[N:15]=[C:16]([N:24]3[CH2:29][CH2:28][NH:27][CH2:26][CH2:25]3)[S:17][C:18]=2[C:19]([O:21][CH2:22][CH3:23])=[O:20])=[CH:10][CH:9]=1)[C:2]1[CH:7]=[CH:6][CH:5]=[CH:4][CH:3]=1.[C:30](O[C:30]([O:32][C:33]([CH3:36])([CH3:35])[CH3:34])=[O:31])([O:32][C:33]([CH3:36])([CH3:35])[CH3:34])=[O:31]. No catalyst specified. The product is [CH2:22]([O:21][C:19]([C:18]1[S:17][C:16]([N:24]2[CH2:25][CH2:26][N:27]([C:30]([O:32][C:33]([CH3:36])([CH3:35])[CH3:34])=[O:31])[CH2:28][CH2:29]2)=[N:15][C:14]=1[C:11]1[CH:12]=[CH:13][C:8]([O:1][C:2]2[CH:7]=[CH:6][CH:5]=[CH:4][CH:3]=2)=[CH:9][CH:10]=1)=[O:20])[CH3:23]. The yield is 0.730. (2) The reactants are [I:1][C:2]1[C:10]2[C:5](=[N:6][CH:7]=[N:8][C:9]=2[NH2:11])[NH:4][N:3]=1.[C:12]([O:16][C:17]([N:19]1[CH2:24][CH2:23][CH2:22][C@H:21](O)[CH2:20]1)=[O:18])([CH3:15])([CH3:14])[CH3:13].C1C=CC(P(C2C=CC=CC=2)C2C=CC=CC=2)=CC=1.CC(OC(/N=N/C(OC(C)C)=O)=O)C. The catalyst is C1COCC1. The yield is 0.412. The product is [NH2:11][C:9]1[N:8]=[CH:7][N:6]=[C:5]2[N:4]([C@@H:23]3[CH2:22][CH2:21][CH2:20][N:19]([C:17]([O:16][C:12]([CH3:15])([CH3:14])[CH3:13])=[O:18])[CH2:24]3)[N:3]=[C:2]([I:1])[C:10]=12. (3) The reactants are [OH:1][C:2]([CH3:26])([CH3:25])[CH2:3][C:4]1[CH:5]=[C:6]([CH:22]=[CH:23][CH:24]=1)[O:7][C:8]1[CH2:12][N:11]([C@@H:13]([CH2:17][CH:18]([CH3:20])[CH3:19])[C:14](O)=[O:15])[C:10](=[O:21])[CH:9]=1.[CH3:27][C:28]1([CH3:40])[O:32][C@H:31]([CH2:33][N:34]2[CH:38]=[CH:37][C:36]([NH2:39])=[N:35]2)[CH2:30][O:29]1.C(N(CC)C(C)C)(C)C.F[P-](F)(F)(F)(F)F.N1(O[P+](N(C)C)(N(C)C)N(C)C)C2C=CC=CC=2N=N1. The catalyst is CN(C)C=O. The product is [CH3:27][C:28]1([CH3:40])[O:32][C@H:31]([CH2:33][N:34]2[CH:38]=[CH:37][C:36]([NH:39][C:14](=[O:15])[C@@H:13]([N:11]3[CH2:12][C:8]([O:7][C:6]4[CH:22]=[CH:23][CH:24]=[C:4]([CH2:3][C:2]([OH:1])([CH3:25])[CH3:26])[CH:5]=4)=[CH:9][C:10]3=[O:21])[CH2:17][CH:18]([CH3:20])[CH3:19])=[N:35]2)[CH2:30][O:29]1. The yield is 0.760. (4) The reactants are C(OC([NH:11][CH:12]([CH3:25])[C:13](=[O:24])[C:14]([CH2:22][CH3:23])([CH2:20][CH3:21])[C:15](OCC)=[O:16])=O)C1C=CC=CC=1. The catalyst is CO.[C].[Pd]. The product is [CH2:20]([C:14]1([CH2:22][CH3:23])[C:13](=[O:24])[CH:12]([CH3:25])[NH:11][C:15]1=[O:16])[CH3:21]. The yield is 0.990. (5) The reactants are [CH3:1][O:2][C:3]1[CH:4]=[C:5]2[C:10](=[CH:11][C:12]=1[O:13][CH3:14])[N:9]=[CH:8][N:7]=[C:6]2[CH:15]1[CH2:20][CH2:19][NH:18][CH2:17][CH2:16]1.[N:21]([C:24]1[CH:29]=[CH:28][C:27]([O:30][C:31]([F:34])([F:33])[F:32])=[CH:26][CH:25]=1)=[C:22]=[O:23]. The catalyst is CN(C=O)C. The product is [F:32][C:31]([F:33])([F:34])[O:30][C:27]1[CH:26]=[CH:25][C:24]([NH:21][C:22]([N:18]2[CH2:19][CH2:20][CH:15]([C:6]3[C:5]4[C:10](=[CH:11][C:12]([O:13][CH3:14])=[C:3]([O:2][CH3:1])[CH:4]=4)[N:9]=[CH:8][N:7]=3)[CH2:16][CH2:17]2)=[O:23])=[CH:29][CH:28]=1. The yield is 0.520. (6) The reactants are [N:1]1[CH:6]=[CH:5][CH:4]=[N:3][C:2]=1[N:7]1[CH2:12][CH2:11][N:10]([CH2:13][CH2:14][CH2:15][CH2:16][N:17]2[C:26](=[O:27])[CH2:25][C:20]3([CH2:24][CH2:23][CH2:22][CH2:21]3)[CH2:19][C:18]2=[O:28])[CH2:9][CH2:8]1.P(OCC)(OCC)[O:30]CC.C[Si]([N-][Si](C)(C)C)(C)C.[Na+].C(OC)(C)(C)C.Cl. The catalyst is C1COCC1. The product is [CH:5]1[CH:6]=[N:1][C:2]([N:7]2[CH2:12][CH2:11][N:10]([CH2:13][CH2:14][CH2:15][CH2:16][N:17]3[C:26](=[O:27])[CH:25]([OH:30])[C:20]4([CH2:24][CH2:23][CH2:22][CH2:21]4)[CH2:19][C:18]3=[O:28])[CH2:9][CH2:8]2)=[N:3][CH:4]=1. The yield is 0.820.